The task is: Predict the reactants needed to synthesize the given product.. This data is from Full USPTO retrosynthesis dataset with 1.9M reactions from patents (1976-2016). (1) Given the product [CH3:18][C:17]1[CH:19]=[CH:20][C:14]([S:11]([O:9][CH2:8][CH2:7][O:6][CH2:5][CH:4]([F:10])[F:3])(=[O:13])=[O:12])=[CH:15][CH:16]=1, predict the reactants needed to synthesize it. The reactants are: [OH-].[Na+].[F:3][CH:4]([F:10])[CH2:5][O:6][CH2:7][CH2:8][OH:9].[S:11](Cl)([C:14]1[CH:20]=[CH:19][C:17]([CH3:18])=[CH:16][CH:15]=1)(=[O:13])=[O:12]. (2) Given the product [F:13][C:14]([F:23])([F:24])[C:15]1[CH:20]=[CH:19][CH:18]=[CH:17][C:16]=1[CH2:21][O:22][C:2]1[N:3]=[C:4]([OH:12])[C:5]2[CH:11]=[CH:10][N:9]=[CH:8][C:6]=2[N:7]=1, predict the reactants needed to synthesize it. The reactants are: Cl[C:2]1[N:3]=[C:4]([OH:12])[C:5]2[CH:11]=[CH:10][N:9]=[CH:8][C:6]=2[N:7]=1.[F:13][C:14]([F:24])([F:23])[C:15]1[CH:20]=[CH:19][CH:18]=[CH:17][C:16]=1[CH2:21][OH:22]. (3) Given the product [ClH:1].[CH3:43][O:42][C:36]1[CH:37]=[CH:38][C:39]([CH3:41])=[CH:40][C:35]=1[S:32]([NH:31][C:24]1[CH:23]=[C:22]([C:20]([N:17]2[CH2:16][CH2:15][NH:14][CH2:19][CH2:18]2)=[O:21])[C:30]2[O:29][CH:28]=[CH:27][C:26]=2[CH:25]=1)(=[O:33])=[O:34], predict the reactants needed to synthesize it. The reactants are: [ClH:1].CCOCC.C(OC([N:14]1[CH2:19][CH2:18][N:17]([C:20]([C:22]2[C:30]3[O:29][CH:28]=[CH:27][C:26]=3[CH:25]=[C:24]([NH:31][S:32]([C:35]3[CH:40]=[C:39]([CH3:41])[CH:38]=[CH:37][C:36]=3[O:42][CH3:43])(=[O:34])=[O:33])[CH:23]=2)=[O:21])[CH2:16][CH2:15]1)=O)(C)(C)C. (4) The reactants are: C1C=C(Cl)C=C(C(OO)=O)C=1.[Br:12][C:13]1[CH:14]=[CH:15][C:16]2[C:17]3[N:25]([CH2:26][CH:27]4[CH2:32][CH2:31][O:30][CH2:29][CH2:28]4)[C:24]([CH2:33][NH:34][C:35]([CH:37]4[CH2:39][CH2:38]4)=[O:36])=[N:23][C:18]=3[CH:19]=[N:20][C:21]=2[CH:22]=1.C1(C)C=CC(S(Cl)(=O)=O)=CC=1.[OH-].[NH4+:52]. Given the product [NH2:52][C:19]1[C:18]2[N:23]=[C:24]([CH2:33][NH:34][C:35]([CH:37]3[CH2:38][CH2:39]3)=[O:36])[N:25]([CH2:26][CH:27]3[CH2:28][CH2:29][O:30][CH2:31][CH2:32]3)[C:17]=2[C:16]2[CH:15]=[CH:14][C:13]([Br:12])=[CH:22][C:21]=2[N:20]=1, predict the reactants needed to synthesize it. (5) Given the product [CH3:38][O:37][C:8]1[C:9]([CH2:13][CH:14]([NH:28][C:29](=[O:36])[CH2:30][CH2:31][S:32](=[O:35])(=[O:34])[NH2:33])[B:15]2[O:23][CH:22]3[C:17]([CH3:27])([CH:18]4[CH2:24][CH:20]([CH2:21]3)[C:19]4([CH3:26])[CH3:25])[O:16]2)=[CH:10][CH:11]=[CH:12][C:7]=1[C:6]([OH:39])=[O:5], predict the reactants needed to synthesize it. The reactants are: C([O:5][C:6](=[O:39])[C:7]1[CH:12]=[CH:11][CH:10]=[C:9]([CH2:13][CH:14]([NH:28][C:29](=[O:36])[CH2:30][CH2:31][S:32](=[O:35])(=[O:34])[NH2:33])[B:15]2[O:23][CH:22]3[C:17]([CH3:27])([CH:18]4[CH2:24][CH:20]([CH2:21]3)[C:19]4([CH3:26])[CH3:25])[O:16]2)[C:8]=1[O:37][CH3:38])(C)(C)C.FC(F)(F)C(O)=O. (6) Given the product [Cl:1][C:2]1[N:3]=[CH:4][C:5]2[N:11]([CH2:33][CH2:34][CH3:35])[C:10](=[O:12])[C:9]([F:14])([F:13])[CH2:8][N:7]([CH:15]3[CH2:19][CH2:18][CH2:17][CH2:16]3)[C:6]=2[N:20]=1, predict the reactants needed to synthesize it. The reactants are: [Cl:1][C:2]1[N:3]=[CH:4][C:5]2[NH:11][C:10](=[O:12])[C:9]([F:14])([F:13])[CH2:8][N:7]([CH:15]3[CH2:19][CH2:18][CH2:17][CH2:16]3)[C:6]=2[N:20]=1.CN(C)C=O.C(=O)([O-])[O-].[Cs+].[Cs+].I[CH2:33][CH2:34][CH3:35].